Predict the reactants needed to synthesize the given product. From a dataset of Full USPTO retrosynthesis dataset with 1.9M reactions from patents (1976-2016). (1) The reactants are: [CH3:1][C@H:2]([NH:5][C:6](=[O:12])[O:7][C:8]([CH3:11])([CH3:10])[CH3:9])[C:3]#[CH:4].[N:13]([C:16]1[CH:21]=[CH:20][C:19]([Cl:22])=[CH:18][CH:17]=1)=[N+:14]=[N-:15].C(N(C(C)C)C(C)C)C. Given the product [Cl:22][C:19]1[CH:20]=[CH:21][C:16]([N:13]2[CH:4]=[C:3]([C@@H:2]([NH:5][C:6](=[O:12])[O:7][C:8]([CH3:11])([CH3:10])[CH3:9])[CH3:1])[N:15]=[N:14]2)=[CH:17][CH:18]=1, predict the reactants needed to synthesize it. (2) Given the product [Cl:1][C:2]1[CH:7]=[C:6]([B:13]2[O:14][C:15]([CH3:17])([CH3:16])[C:11]([CH3:27])([CH3:10])[O:12]2)[C:5]([F:9])=[CH:4][N:3]=1, predict the reactants needed to synthesize it. The reactants are: [Cl:1][C:2]1[CH:7]=[C:6](I)[C:5]([F:9])=[CH:4][N:3]=1.[CH3:10][C:11]1([CH3:27])[C:15]([CH3:17])([CH3:16])[O:14][B:13]([B:13]2[O:14][C:15]([CH3:17])([CH3:16])[C:11]([CH3:27])([CH3:10])[O:12]2)[O:12]1.CC([O-])=O.[K+]. (3) Given the product [CH2:10]([O:9][C:8]1[C:3]([C:1]#[N:2])=[CH:4][C:5]([C:13]2[O:17][N:16]=[C:15]([C:18]3[CH:35]=[CH:34][C:21]4[CH2:22][CH2:23][NH:24][CH2:25][CH2:26][C:20]=4[CH:19]=3)[N:14]=2)=[CH:6][N:7]=1)[CH2:11][CH3:12], predict the reactants needed to synthesize it. The reactants are: [C:1]([C:3]1[CH:4]=[C:5]([C:13]2[O:17][N:16]=[C:15]([C:18]3[CH:35]=[CH:34][C:21]4[CH2:22][CH2:23][N:24](C(OC(C)(C)C)=O)[CH2:25][CH2:26][C:20]=4[CH:19]=3)[N:14]=2)[CH:6]=[N:7][C:8]=1[O:9][CH2:10][CH2:11][CH3:12])#[N:2].FC(F)(F)C(O)=O.